Predict the product of the given reaction. From a dataset of Forward reaction prediction with 1.9M reactions from USPTO patents (1976-2016). (1) Given the reactants [CH3:1][O:2][C:3]1[CH:8]=[C:7]([N+:9]([O-:11])=[O:10])[CH:6]=[CH:5][C:4]=1[O-:12].[K+].Cl.Cl[CH2:16][CH2:17][N:18]1[CH2:22][CH2:21][CH2:20][CH2:19]1.C(=O)([O-])[O-].[Cs+].[Cs+].O, predict the reaction product. The product is: [CH3:1][O:2][C:3]1[CH:8]=[C:7]([N+:9]([O-:11])=[O:10])[CH:6]=[CH:5][C:4]=1[O:12][CH2:16][CH2:17][N:18]1[CH2:22][CH2:21][CH2:20][CH2:19]1. (2) The product is: [C:25]([O:29][C:30]([NH:32][C:33]1[S:34][CH:35]=[C:36](/[C:38](=[N:59]/[O:60][C:61]([CH3:70])([CH3:69])[C:62]([O:64][C:65]([CH3:68])([CH3:67])[CH3:66])=[O:63])/[C:39]([NH:41][C@@H:42]2[C:45](=[O:46])[NH:44][C@@H:43]2[CH2:47][NH:48][CH2:49][CH2:50][OH:51])=[O:40])[N:37]=1)=[O:31])([CH3:27])([CH3:28])[CH3:26]. Given the reactants C1CCN(CCOC(C2C=CC(Cl)=CC=2)C2C=CC=CC=2)CC1.Cl.[C:25]([O:29][C:30]([NH:32][C:33]1[S:34][CH:35]=[C:36](/[C:38](=[N:59]/[O:60][C:61]([CH3:70])([CH3:69])[C:62]([O:64][C:65]([CH3:68])([CH3:67])[CH3:66])=[O:63])/[C:39]([NH:41][C@@H:42]2[C:45](=[O:46])[NH:44][C@@H:43]2[CH2:47][NH:48][CH2:49][CH2:50][O:51][Si](C(C)(C)C)(C)C)=[O:40])[N:37]=1)=[O:31])([CH3:28])([CH3:27])[CH3:26].F.[F-].[NH4+], predict the reaction product.